This data is from NCI-60 drug combinations with 297,098 pairs across 59 cell lines. The task is: Regression. Given two drug SMILES strings and cell line genomic features, predict the synergy score measuring deviation from expected non-interaction effect. Drug 1: CCC1(CC2CC(C3=C(CCN(C2)C1)C4=CC=CC=C4N3)(C5=C(C=C6C(=C5)C78CCN9C7C(C=CC9)(C(C(C8N6C=O)(C(=O)OC)O)OC(=O)C)CC)OC)C(=O)OC)O.OS(=O)(=O)O. Drug 2: CCN(CC)CCCC(C)NC1=C2C=C(C=CC2=NC3=C1C=CC(=C3)Cl)OC. Cell line: A549. Synergy scores: CSS=4.37, Synergy_ZIP=0.612, Synergy_Bliss=3.94, Synergy_Loewe=-0.708, Synergy_HSA=-0.647.